This data is from Peptide-MHC class I binding affinity with 185,985 pairs from IEDB/IMGT. The task is: Regression. Given a peptide amino acid sequence and an MHC pseudo amino acid sequence, predict their binding affinity value. This is MHC class I binding data. (1) The peptide sequence is FLYDRIAST. The MHC is HLA-A02:12 with pseudo-sequence HLA-A02:12. The binding affinity (normalized) is 1.00. (2) The binding affinity (normalized) is 0.823. The peptide sequence is LMAMDLGEL. The MHC is HLA-A02:03 with pseudo-sequence HLA-A02:03. (3) The peptide sequence is PELLNNQFGT. The MHC is HLA-B44:03 with pseudo-sequence HLA-B44:03. The binding affinity (normalized) is 0. (4) The peptide sequence is PAPPSAAI. The MHC is Mamu-A01 with pseudo-sequence Mamu-A01. The binding affinity (normalized) is 0.772. (5) The peptide sequence is KTPIRVCLL. The MHC is Mamu-A01 with pseudo-sequence Mamu-A01. The binding affinity (normalized) is 0.895.